This data is from Catalyst prediction with 721,799 reactions and 888 catalyst types from USPTO. The task is: Predict which catalyst facilitates the given reaction. (1) Reactant: Cl.[NH2:2][CH2:3][C:4]1[CH:5]=[CH:6][C:7]([Cl:20])=[C:8]([O:10][C:11]2[CH:12]=[C:13]([CH:16]=[C:17]([Cl:19])[CH:18]=2)[C:14]#[N:15])[CH:9]=1.[Br:21][C:22]1[N:23]=[CH:24][NH:25][C:26]=1[C:27](O)=[O:28].CN(C(ON1N=NC2C=CC=NC1=2)=[N+](C)C)C.F[P-](F)(F)(F)(F)F.CCN(C(C)C)C(C)C.C([O-])(O)=O.[Na+]. Product: [Br:21][C:22]1[N:23]=[CH:24][NH:25][C:26]=1[C:27]([NH:2][CH2:3][C:4]1[CH:5]=[CH:6][C:7]([Cl:20])=[C:8]([O:10][C:11]2[CH:12]=[C:13]([C:14]#[N:15])[CH:16]=[C:17]([Cl:19])[CH:18]=2)[CH:9]=1)=[O:28]. The catalyst class is: 399. (2) Reactant: [Cl:1][C:2]1[CH:7]=[C:6]([Cl:8])[CH:5]=[CH:4][C:3]=1[C:9]1[CH:13]=[C:12]([OH:14])[N:11]([CH3:15])[N:10]=1.[OH-].[Na+].[CH2:18]=O.[C:20]1([CH3:29])[CH:25]=[CH:24][C:23]([S:26]([O-:28])=[O:27])=[CH:22][CH:21]=1.[Na+].Cl. Product: [Cl:1][C:2]1[CH:7]=[C:6]([Cl:8])[CH:5]=[CH:4][C:3]=1[C:9]1[C:13]([CH2:18][S:26]([C:23]2[CH:24]=[CH:25][C:20]([CH3:29])=[CH:21][CH:22]=2)(=[O:28])=[O:27])=[C:12]([OH:14])[N:11]([CH3:15])[N:10]=1. The catalyst class is: 40. (3) Reactant: [CH3:1][O-:2].[Na+].[Cl:4][C:5]1[CH:35]=[CH:34][CH:33]=[C:32]([Cl:36])[C:6]=1[CH2:7][C:8]1[S:9][C:10]2[N:11]=[C:12](S(C)(=O)=O)[N:13]=[C:14]([NH:17][C:18]3[CH:23]=[CH:22][C:21]([C:24]([F:27])([F:26])[F:25])=[CH:20][CH:19]=3)[C:15]=2[N:16]=1. Product: [Cl:4][C:5]1[CH:35]=[CH:34][CH:33]=[C:32]([Cl:36])[C:6]=1[CH2:7][C:8]1[S:9][C:10]2[N:11]=[C:12]([O:2][CH3:1])[N:13]=[C:14]([NH:17][C:18]3[CH:23]=[CH:22][C:21]([C:24]([F:27])([F:26])[F:25])=[CH:20][CH:19]=3)[C:15]=2[N:16]=1. The catalyst class is: 404.